From a dataset of Reaction yield outcomes from USPTO patents with 853,638 reactions. Predict the reaction yield, written as a fraction of the theoretical maximum amount of product (1.0 means a 100% yield; for example, 0.34 means a 34% yield). The reactants are [F:1][C:2]1[CH:3]=[C:4]([CH:12]([C:15]2[CH:20]=[CH:19][C:18]([F:21])=[CH:17][CH:16]=2)[C:13]#[N:14])[CH:5]=[C:6]([C:8]([F:11])([F:10])[F:9])[CH:7]=1.[CH2:22](Br)[C:23]1[CH:28]=[CH:27][CH:26]=[CH:25][CH:24]=1.[OH-].[K+].O. The catalyst is C1(C)C=CC=CC=1.[Br-].C([N+](CCCC)(CCCC)CCCC)CCC. The product is [F:1][C:2]1[CH:3]=[C:4]([C:12]([C:15]2[CH:16]=[CH:17][C:18]([F:21])=[CH:19][CH:20]=2)([CH2:22][C:23]2[CH:28]=[CH:27][CH:26]=[CH:25][CH:24]=2)[C:13]#[N:14])[CH:5]=[C:6]([C:8]([F:10])([F:11])[F:9])[CH:7]=1. The yield is 0.590.